This data is from Reaction yield outcomes from USPTO patents with 853,638 reactions. The task is: Predict the reaction yield, written as a fraction of the theoretical maximum amount of product (1.0 means a 100% yield; for example, 0.34 means a 34% yield). (1) The reactants are [CH:1]1([C:7]#[N:8])[CH2:6][CH2:5][CH2:4][CH2:3][CH2:2]1.[CH2:9]([OH:11])[CH3:10].[ClH:12]. The catalyst is O1CCOCC1. The product is [ClH:12].[CH2:9]([O:11][C:7]([CH:1]1[CH2:6][CH2:5][CH2:4][CH2:3][CH2:2]1)=[NH:8])[CH3:10]. The yield is 0.800. (2) The reactants are [C:1]([C:3]1[CH:8]=[CH:7][CH:6]=[CH:5][C:4]=1[C:9]1[CH:14]=[CH:13][C:12]([CH2:15][CH:16]([C:22](=O)[CH2:23][CH2:24][CH3:25])[C:17](OCC)=[O:18])=[CH:11][CH:10]=1)#[N:2].[CH3:27][O:28][CH2:29][C:30]1[NH:31][C:32]([NH:35][CH:36]([CH3:39])[CH2:37][CH3:38])=[N:33][N:34]=1. No catalyst specified. The product is [CH3:27][O:28][CH2:29][C:30]1[N:31]=[C:32]2[N:35]([CH:36]([CH3:39])[CH2:37][CH3:38])[C:17](=[O:18])[C:16]([CH2:15][C:12]3[CH:13]=[CH:14][C:9]([C:4]4[C:3]([C:1]#[N:2])=[CH:8][CH:7]=[CH:6][CH:5]=4)=[CH:10][CH:11]=3)=[C:22]([CH2:23][CH2:24][CH3:25])[N:33]2[N:34]=1. The yield is 0.410. (3) The reactants are C(O[C:4](=[O:15])[C:5]1[C:10]([CH2:11]Br)=[CH:9][CH:8]=[C:7]([F:13])[C:6]=1[I:14])C.[N:16]1[C:25]2[C:20](=[CH:21][CH:22]=[CH:23][CH:24]=2)[CH:19]=[CH:18][C:17]=1[CH2:26][CH2:27][NH2:28].C([O-])([O-])=O.[K+].[K+]. The catalyst is CCO. The product is [F:13][C:7]1[C:6]([I:14])=[C:5]2[C:10]([CH2:11][N:28]([CH2:27][CH2:26][C:17]3[CH:18]=[CH:19][C:20]4[C:25](=[CH:24][CH:23]=[CH:22][CH:21]=4)[N:16]=3)[C:4]2=[O:15])=[CH:9][CH:8]=1. The yield is 0.625. (4) The reactants are Br[C:2]1[CH:3]=[C:4]([C:15]([O:17][CH2:18][CH3:19])=[O:16])[S:5][C:6]=1[NH:7][C:8]([O:10][C:11]([CH3:14])([CH3:13])[CH3:12])=[O:9].CCN(C(C)C)C(C)C.P(C(C)(C)C)(C(C)(C)C)C(C)(C)C.[C:42]1([C:48]#[CH:49])[CH:47]=[CH:46][CH:45]=[CH:44][CH:43]=1. The catalyst is CCOC(C)=O.C1C=CC(C#N)=CC=1.C1C=CC(C#N)=CC=1.Cl[Pd]Cl.[Cu]I. The product is [C:11]([O:10][C:8]([NH:7][C:6]1[S:5][C:4]([C:15]([O:17][CH2:18][CH3:19])=[O:16])=[CH:3][C:2]=1[C:49]#[C:48][C:42]1[CH:47]=[CH:46][CH:45]=[CH:44][CH:43]=1)=[O:9])([CH3:14])([CH3:13])[CH3:12]. The yield is 0.960.